Dataset: Reaction yield outcomes from USPTO patents with 853,638 reactions. Task: Predict the reaction yield, written as a fraction of the theoretical maximum amount of product (1.0 means a 100% yield; for example, 0.34 means a 34% yield). (1) The reactants are [N:1]1[C:2]([CH2:10][OH:11])=[N:3][N:4]2[CH:9]=[CH:8][CH:7]=[CH:6][C:5]=12. The catalyst is CCO.[O-2].[Mn+4].[O-2]. The yield is 0.430. The product is [N:1]1[C:2]([CH:10]=[O:11])=[N:3][N:4]2[CH:9]=[CH:8][CH:7]=[CH:6][C:5]=12. (2) The reactants are [Br:1][C:2]1[CH:7]=[CH:6][C:5]([CH2:8][CH2:9][CH2:10][C:11]([OH:13])=O)=[CH:4][CH:3]=1.[OH-].[Na+]. No catalyst specified. The product is [Br:1][C:2]1[CH:3]=[C:4]2[C:5]([CH2:8][CH2:9][CH2:10][C:11]2=[O:13])=[CH:6][CH:7]=1. The yield is 0.550. (3) The reactants are [C:1]([S:5]([C:8]1[CH:9]=[C:10]2[C:15](=[CH:16][C:17]=1[O:18][CH2:19][CH:20]([F:22])[F:21])[N:14]=[CH:13][CH:12]=[C:11]2[Cl:23])(=[O:7])=[O:6])([CH3:4])([CH3:3])[CH3:2].[CH3:24][C:25]1[C:29]([CH3:30])=[C:28]([NH2:31])[NH:27][N:26]=1.CCO. The catalyst is Cl.CC#N. The product is [ClH:23].[C:1]([S:5]([C:8]1[CH:9]=[C:10]2[C:15](=[CH:16][C:17]=1[O:18][CH2:19][CH:20]([F:22])[F:21])[N:14]=[CH:13][CH:12]=[C:11]2[NH:31][C:28]1[NH:27][N:26]=[C:25]([CH3:24])[C:29]=1[CH3:30])(=[O:7])=[O:6])([CH3:4])([CH3:3])[CH3:2]. The yield is 0.840. (4) The reactants are [F:1][C:2]1[CH:40]=[N:39][C:5]2[N:6]([C:30]3[CH:31]=[C:32]([CH:36]=[CH:37][CH:38]=3)[C:33](O)=[O:34])[C:7](=[O:29])[N:8]([C@H:11]3[CH2:16][CH2:15][C@@H:14]([NH:17][C:18]([C:20]4[N:21]=[C:22]5[CH:27]=[CH:26][CH:25]=[CH:24][N:23]5[CH:28]=4)=[O:19])[CH2:13][CH2:12]3)[C:9](=[O:10])[C:4]=2[CH:3]=1.CCN(C(C)C)C(C)C.CN(C(ON1N=NC2C=CC=NC1=2)=[N+](C)C)C.F[P-](F)(F)(F)(F)F.[C:74]([O:78][C:79](=[O:84])[NH:80][CH2:81][CH2:82][NH2:83])([CH3:77])([CH3:76])[CH3:75]. The catalyst is CN(C=O)C. The product is [F:1][C:2]1[CH:40]=[N:39][C:5]2[N:6]([C:30]3[CH:31]=[C:32]([CH:36]=[CH:37][CH:38]=3)[C:33]([NH:83][CH2:82][CH2:81][NH:80][C:79](=[O:84])[O:78][C:74]([CH3:77])([CH3:75])[CH3:76])=[O:34])[C:7](=[O:29])[N:8]([C@H:11]3[CH2:16][CH2:15][C@@H:14]([NH:17][C:18]([C:20]4[N:21]=[C:22]5[CH:27]=[CH:26][CH:25]=[CH:24][N:23]5[CH:28]=4)=[O:19])[CH2:13][CH2:12]3)[C:9](=[O:10])[C:4]=2[CH:3]=1. The yield is 0.100. (5) The reactants are [Cl:1][C:2]1[CH:7]=[CH:6][C:5]([C:8](=[CH2:13])[C:9]([O:11][CH3:12])=[O:10])=[CH:4][CH:3]=1.[CH:14]([NH2:17])([CH3:16])[CH3:15].[CH3:18][C:19]([O:22][C:23](O[C:23]([O:22][C:19]([CH3:21])([CH3:20])[CH3:18])=[O:24])=[O:24])([CH3:21])[CH3:20]. The catalyst is C1COCC1. The product is [C:19]([O:22][C:23]([N:17]([CH:14]([CH3:16])[CH3:15])[CH2:13][CH:8]([C:5]1[CH:4]=[CH:3][C:2]([Cl:1])=[CH:7][CH:6]=1)[C:9]([O:11][CH3:12])=[O:10])=[O:24])([CH3:21])([CH3:20])[CH3:18]. The yield is 0.940. (6) The reactants are [CH2:1]([NH:6][CH:7]=[O:8])[CH2:2][CH2:3][CH2:4][CH3:5].[H-].[Na+].Br[CH2:12][CH:13]1[CH2:15][CH2:14]1. The catalyst is COCCOC. The product is [CH:13]1([CH2:12][N:6]([CH2:1][CH2:2][CH2:3][CH2:4][CH3:5])[CH:7]=[O:8])[CH2:15][CH2:14]1. The yield is 0.680. (7) The reactants are [CH2:1]([S:3]([C:6]1[CH:7]=[CH:8][C:9]([C:12]([OH:14])=O)=[N:10][CH:11]=1)(=[O:5])=[O:4])[CH3:2].C1N=CN(C(N2C=NC=C2)=O)C=1.CS(O)(=O)=O.[NH2:32][CH2:33][C:34]1[CH:35]=[C:36]2[C:40](=[CH:41][CH:42]=1)[C:39](=[O:43])[N:38]([CH:44]1[CH2:49][CH2:48][C:47](=[O:50])[NH:46][C:45]1=[O:51])[C:37]2=[O:52].CCOC(C)=O. The catalyst is CN(C)C=O. The product is [O:51]=[C:45]1[CH:44]([N:38]2[C:37](=[O:52])[C:36]3[C:40](=[CH:41][CH:42]=[C:34]([CH2:33][NH:32][C:12]([C:9]4[CH:8]=[CH:7][C:6]([S:3]([CH2:1][CH3:2])(=[O:4])=[O:5])=[CH:11][N:10]=4)=[O:14])[CH:35]=3)[C:39]2=[O:43])[CH2:49][CH2:48][C:47](=[O:50])[NH:46]1. The yield is 0.320. (8) The reactants are [CH2:1]([O:8][C:9]1[CH:14]=[CH:13][C:12]([C:15]2[CH:16]=[C:17]([C:30](O)=[O:31])[C:18]3[CH:23]=[N:22][N:21]([CH:24]4[CH2:29][CH2:28][CH2:27][CH2:26][O:25]4)[C:19]=3[N:20]=2)=[C:11]([F:33])[CH:10]=1)[C:2]1[CH:7]=[CH:6][CH:5]=[CH:4][CH:3]=1.CCN(C(C)C)C(C)C.F[B-](F)(F)F.BrC1C=CC=C[N+]=1CC.[C:57]([O:61][C:62]([N:64]1[CH2:69][C:68]([CH3:71])([CH3:70])[NH:67][CH2:66][CH:65]1[CH:72]([CH3:74])[CH3:73])=[O:63])([CH3:60])([CH3:59])[CH3:58]. The catalyst is ClCCl.C(OCC)(=O)C.O. The product is [C:57]([O:61][C:62]([N:64]1[CH2:69][C:68]([CH3:71])([CH3:70])[N:67]([C:30]([C:17]2[C:18]3[CH:23]=[N:22][N:21]([CH:24]4[CH2:29][CH2:28][CH2:27][CH2:26][O:25]4)[C:19]=3[N:20]=[C:15]([C:12]3[CH:13]=[CH:14][C:9]([O:8][CH2:1][C:2]4[CH:3]=[CH:4][CH:5]=[CH:6][CH:7]=4)=[CH:10][C:11]=3[F:33])[CH:16]=2)=[O:31])[CH2:66][CH:65]1[CH:72]([CH3:74])[CH3:73])=[O:63])([CH3:60])([CH3:59])[CH3:58]. The yield is 0.340. (9) The yield is 0.630. The catalyst is OS(O)(=O)=O.C(O)(C(F)(F)F)=O.O. The reactants are [Cl:1][C:2]1[CH:7]=[CH:6][C:5]([S:8]([N:11]([C:15]2[C:16]([C:22]([C:24]3[CH:29]=[CH:28][N:27]=[C:26]([N:30]=CN(C)C)[CH:25]=3)=[O:23])=[N:17][CH:18]=[C:19]([CH3:21])[CH:20]=2)COC)(=[O:10])=[O:9])=[CH:4][C:3]=1[C:35]([F:38])([F:37])[F:36].C([O-])(O)=O.[Na+]. The product is [NH2:30][C:26]1[CH:25]=[C:24]([C:22]([C:16]2[C:15]([NH:11][S:8]([C:5]3[CH:6]=[CH:7][C:2]([Cl:1])=[C:3]([C:35]([F:37])([F:38])[F:36])[CH:4]=3)(=[O:10])=[O:9])=[CH:20][C:19]([CH3:21])=[CH:18][N:17]=2)=[O:23])[CH:29]=[CH:28][N:27]=1. (10) The catalyst is C(OCC)C.O1CCCC1.CCCCC. The product is [CH3:1][NH:11][C:10]1[CH:6]=[C:5]([B:17]([OH:20])[OH:18])[CH:15]=[CH:12][CH:14]=1. The reactants are [CH3:1][Li].BrC1[CH:5]=[C:6]([CH2:10][NH2:11])C=CC=1.[C:12]([Li])([CH3:15])([CH3:14])C.[B:17](OC)([O:20]C)[O:18]C. The yield is 0.400.